This data is from Full USPTO retrosynthesis dataset with 1.9M reactions from patents (1976-2016). The task is: Predict the reactants needed to synthesize the given product. (1) Given the product [CH3:1][O:2][C:3]([C:5]1[CH:10]([C:11]2[CH:12]=[CH:13][C:14]([C:17]#[N:18])=[CH:15][CH:16]=2)[N:9]2[C:19](=[O:32])[N:20]([CH2:22][CH2:23][CH2:24][S:25]([CH2:28][CH2:29][CH2:30][O:31][S:52]([C:47]3[CH:46]=[CH:51][C:50]([CH3:57])=[CH:49][CH:48]=3)(=[O:53])=[O:54])(=[O:26])=[O:27])[N:21]=[C:8]2[N:7]([C:33]2[CH:38]=[CH:37][CH:36]=[C:35]([C:39]([F:40])([F:42])[F:41])[CH:34]=2)[C:6]=1[CH3:43])=[O:4], predict the reactants needed to synthesize it. The reactants are: [CH3:1][O:2][C:3]([C:5]1[CH:10]([C:11]2[CH:16]=[CH:15][C:14]([C:17]#[N:18])=[CH:13][CH:12]=2)[N:9]2[C:19](=[O:32])[N:20]([CH2:22][CH2:23][CH2:24][S:25]([CH2:28][CH2:29][CH2:30][OH:31])(=[O:27])=[O:26])[N:21]=[C:8]2[N:7]([C:33]2[CH:38]=[CH:37][CH:36]=[C:35]([C:39]([F:42])([F:41])[F:40])[CH:34]=2)[C:6]=1[CH3:43])=[O:4].[H-].[Na+].[C:46]1(C)[C:47]([S:52](Cl)(=[O:54])=[O:53])=[CH:48][CH:49]=[CH:50][CH:51]=1.[CH2:57]1COCC1. (2) Given the product [N+:8]([C:5]1[CH:6]=[CH:7][C:2]([C:13]#[C:12][C:11]([O:15][CH2:16][CH3:17])=[O:14])=[CH:3][CH:4]=1)([O-:10])=[O:9], predict the reactants needed to synthesize it. The reactants are: I[C:2]1[CH:7]=[CH:6][C:5]([N+:8]([O-:10])=[O:9])=[CH:4][CH:3]=1.[C:11]([O:15][CH2:16][CH3:17])(=[O:14])[C:12]#[CH:13]. (3) Given the product [CH3:22][N:23]1[CH:27]=[C:26]([C:2]2[CH:3]=[C:4]([CH:16]=[C:17]([N+:19]([O-:21])=[O:20])[CH:18]=2)[O:5][CH2:6][CH2:7][NH:8][C:9](=[O:15])[O:10][C:11]([CH3:14])([CH3:13])[CH3:12])[CH:25]=[N:24]1, predict the reactants needed to synthesize it. The reactants are: Br[C:2]1[CH:3]=[C:4]([CH:16]=[C:17]([N+:19]([O-:21])=[O:20])[CH:18]=1)[O:5][CH2:6][CH2:7][NH:8][C:9](=[O:15])[O:10][C:11]([CH3:14])([CH3:13])[CH3:12].[CH3:22][N:23]1[CH:27]=[C:26](B2OC(C)(C)C(C)(C)O2)[CH:25]=[N:24]1.C([O-])([O-])=O.[Na+].[Na+]. (4) Given the product [CH3:1][C:2]([CH3:29])([CH3:28])[CH2:3][CH2:4][C:5]([N:7]1[CH2:12][CH2:11][N:10]([C:13]2[CH:18]=[C:17]([C:19]3[N:23]=[C:22]([N:31]([CH3:32])[CH3:30])[O:21][N:20]=3)[CH:16]=[CH:15][N:14]=2)[CH2:9][CH2:8]1)=[O:6], predict the reactants needed to synthesize it. The reactants are: [CH3:1][C:2]([CH3:29])([CH3:28])[CH2:3][CH2:4][C:5]([N:7]1[CH2:12][CH2:11][N:10]([C:13]2[CH:18]=[C:17]([C:19]3[N:23]=[C:22](C(Cl)(Cl)Cl)[O:21][N:20]=3)[CH:16]=[CH:15][N:14]=2)[CH2:9][CH2:8]1)=[O:6].[CH3:30][NH:31][CH3:32].CO.